From a dataset of Full USPTO retrosynthesis dataset with 1.9M reactions from patents (1976-2016). Predict the reactants needed to synthesize the given product. Given the product [CH2:16]([O:18][C:19](=[O:44])[C:20]1([CH2:40][CH2:41][CH2:42][CH2:43]1)[N:21]([CH2:8][C:9]([O:11][C:12]([CH3:15])([CH3:14])[CH3:13])=[O:10])[S:22]([C:25]1[CH:34]=[C:33]2[C:28]([C:29]([Cl:39])=[CH:30][N:31]=[C:32]2[NH:35][C:36]([NH2:38])=[NH:37])=[CH:27][CH:26]=1)(=[O:23])=[O:24])[CH3:17], predict the reactants needed to synthesize it. The reactants are: C([O-])([O-])=O.[K+].[K+].Br[CH2:8][C:9]([O:11][C:12]([CH3:15])([CH3:14])[CH3:13])=[O:10].[CH2:16]([O:18][C:19](=[O:44])[C:20]1([CH2:43][CH2:42][CH2:41][CH2:40]1)[NH:21][S:22]([C:25]1[CH:34]=[C:33]2[C:28]([C:29]([Cl:39])=[CH:30][N:31]=[C:32]2[NH:35][C:36]([NH2:38])=[NH:37])=[CH:27][CH:26]=1)(=[O:24])=[O:23])[CH3:17].